From a dataset of Catalyst prediction with 721,799 reactions and 888 catalyst types from USPTO. Predict which catalyst facilitates the given reaction. Reactant: Br[C:2]1[C:3]2[N:4]([C:10]([C:13]([NH:15][C:16]3[CH:21]=[CH:20][N:19]=[CH:18][CH:17]=3)=[O:14])=[CH:11][N:12]=2)[N:5]=[C:6](Cl)[C:7]=1[CH3:8].ClC1C(C)=[C:25](Cl)[C:26]2[N:27](C(C(NC3C=CN=CC=3)=O)=CN=2)N=1.[CH3:43][C:44]1[CH:45]=[CH:46][C:47]([NH2:50])=[N:48][CH:49]=1.C[Si]([NH-])(C)C.C[Si]([NH-:60])(C)C.[Li+].[Li+].[CH2:63]1[CH2:67]O[CH2:65][CH2:64]1. Product: [NH2:60][C@H:63]1[CH2:67][CH2:25][C@H:26]([NH:27][C:6]2[C:7]([CH3:8])=[C:2]([NH:50][C:47]3[CH:46]=[CH:45][C:44]([CH3:43])=[CH:49][N:48]=3)[C:3]3[N:4]([C:10]([C:13]([NH:15][C:16]4[CH:21]=[CH:20][N:19]=[CH:18][CH:17]=4)=[O:14])=[CH:11][N:12]=3)[N:5]=2)[CH2:65][CH2:64]1. The catalyst class is: 46.